Predict the reaction yield, written as a fraction of the theoretical maximum amount of product (1.0 means a 100% yield; for example, 0.34 means a 34% yield). From a dataset of Reaction yield outcomes from USPTO patents with 853,638 reactions. (1) The reactants are C([O-])([O-])=O.[Na+].[Na+].[C:7]([N:11]1[CH:15]=[CH:14][CH:13]=[N:12]1)([CH3:10])([CH3:9])[CH3:8].[Br:16]Br. The catalyst is C(Cl)Cl. The product is [Br:16][C:14]1[CH:13]=[N:12][N:11]([C:7]([CH3:10])([CH3:9])[CH3:8])[CH:15]=1. The yield is 0.850. (2) The reactants are [C:1]1([S:7]([N:10]2[C:14]3[CH:15]=[N:16][C:17]([C:26]#[N:27])=[C:18]([O:19][CH:20]4[CH2:25][CH2:24][NH:23][CH2:22][CH2:21]4)[C:13]=3[C:12]3[CH:28]=[C:29]([Br:32])[CH:30]=[N:31][C:11]2=3)(=[O:9])=[O:8])[CH:6]=[CH:5][CH:4]=[CH:3][CH:2]=1.FC(F)(F)S(O[CH2:39][CH:40]([F:42])[F:41])(=O)=O.CCN(C(C)C)C(C)C. The catalyst is C1COCC1. The product is [C:1]1([S:7]([N:10]2[C:14]3[CH:15]=[N:16][C:17]([C:26]#[N:27])=[C:18]([O:19][CH:20]4[CH2:25][CH2:24][N:23]([CH2:39][CH:40]([F:42])[F:41])[CH2:22][CH2:21]4)[C:13]=3[C:12]3[CH:28]=[C:29]([Br:32])[CH:30]=[N:31][C:11]2=3)(=[O:8])=[O:9])[CH:2]=[CH:3][CH:4]=[CH:5][CH:6]=1. The yield is 0.960. (3) The reactants are [OH:1][C:2]1[CH:7]=[CH:6][C:5]([S:8]([NH2:11])(=[O:10])=[O:9])=[CH:4][CH:3]=1.Br[CH2:13][CH2:14][CH2:15][CH2:16][CH2:17][CH2:18][NH:19][C:20](=[O:26])[O:21][C:22]([CH3:25])([CH3:24])[CH3:23].C([O-])([O-])=O.[K+].[K+]. The catalyst is Cl. The product is [S:8]([C:5]1[CH:6]=[CH:7][C:2]([O:1][CH2:13][CH2:14][CH2:15][CH2:16][CH2:17][CH2:18][NH:19][C:20](=[O:26])[O:21][C:22]([CH3:25])([CH3:24])[CH3:23])=[CH:3][CH:4]=1)(=[O:9])(=[O:10])[NH2:11]. The yield is 0.430.